This data is from Catalyst prediction with 721,799 reactions and 888 catalyst types from USPTO. The task is: Predict which catalyst facilitates the given reaction. (1) The catalyst class is: 42. Reactant: [NH:1]1[C:9]2[C:4](=[CH:5][C:6]([C:10]([OH:12])=[O:11])=[CH:7][CH:8]=2)[CH:3]=[CH:2]1.[CH2:13](Cl)[C:14]1[CH:19]=[CH:18][CH:17]=[CH:16][CH:15]=1.C(=O)([O-])[O-].[Ca+2]. Product: [NH:1]1[C:9]2[C:4](=[CH:5][C:6]([C:10]([O:12][CH2:13][C:14]3[CH:19]=[CH:18][CH:17]=[CH:16][CH:15]=3)=[O:11])=[CH:7][CH:8]=2)[CH:3]=[CH:2]1. (2) Reactant: [S:1]1[C:5]([C@H:6]([O:26][Si:27]([C:40]([CH3:43])([CH3:42])[CH3:41])([C:34]2[CH:39]=[CH:38][CH:37]=[CH:36][CH:35]=2)[C:28]2[CH:33]=[CH:32][CH:31]=[CH:30][CH:29]=2)/[CH:7]=[CH:8]/[C@H:9]2[C@H:13]([OH:14])[CH2:12][C@H:11]([OH:15])[C@@H:10]2[CH2:16]/[CH:17]=[CH:18]\[CH2:19][CH2:20][CH2:21][C:22]([O:24][CH3:25])=[O:23])=[CH:4][C:3]2[CH:44]=[CH:45][CH:46]=[CH:47][C:2]1=2.CC(C)=O.OS(O)(=O)=O.O=[Cr](=O)=O. Product: [S:1]1[C:5]([C@H:6]([O:26][Si:27]([C:40]([CH3:43])([CH3:42])[CH3:41])([C:34]2[CH:39]=[CH:38][CH:37]=[CH:36][CH:35]=2)[C:28]2[CH:29]=[CH:30][CH:31]=[CH:32][CH:33]=2)/[CH:7]=[CH:8]/[C@H:9]2[C:13](=[O:14])[CH2:12][C@H:11]([OH:15])[C@@H:10]2[CH2:16]/[CH:17]=[CH:18]\[CH2:19][CH2:20][CH2:21][C:22]([O:24][CH3:25])=[O:23])=[CH:4][C:3]2[CH:44]=[CH:45][CH:46]=[CH:47][C:2]1=2. The catalyst class is: 372. (3) Reactant: [Cl:1][C:2]1[CH:3]=[C:4]([C:14]2[N:15]=[C:16]([CH:28]3[CH2:30][CH2:29]3)[O:17][C:18]=2[C:19]2[CH:24]=[CH:23][N:22]=[C:21](S(C)=O)[N:20]=2)[C:5]([F:13])=[C:6]([NH:8][S:9]([CH3:12])(=[O:11])=[O:10])[CH:7]=1.[NH2:31][CH2:32][C@@H:33]([NH:35][C:36](=[O:42])[O:37][C:38]([CH3:41])([CH3:40])[CH3:39])[CH3:34]. Product: [Cl:1][C:2]1[CH:7]=[C:6]([NH:8][S:9]([CH3:12])(=[O:10])=[O:11])[C:5]([F:13])=[C:4]([C:14]2[N:15]=[C:16]([CH:28]3[CH2:30][CH2:29]3)[O:17][C:18]=2[C:19]2[CH:24]=[CH:23][N:22]=[C:21]([NH:31][CH2:32][C@@H:33]([NH:35][C:36](=[O:42])[O:37][C:38]([CH3:41])([CH3:40])[CH3:39])[CH3:34])[N:20]=2)[CH:3]=1. The catalyst class is: 296. (4) Reactant: C([Mg]Cl)(C)C.Br[C:7]1[C:8]([CH3:16])=[N:9][C:10]([CH3:15])=[C:11]([Br:14])[C:12]=1[Cl:13].Cl[C:18](=[O:25])[C:19]([O:21][CH:22]([CH3:24])[CH3:23])=[O:20]. Product: [Br:14][C:11]1[C:12]([Cl:13])=[C:7]([C:18](=[O:25])[C:19]([O:21][CH:22]([CH3:24])[CH3:23])=[O:20])[C:8]([CH3:16])=[N:9][C:10]=1[CH3:15]. The catalyst class is: 1.